Dataset: Tyrosyl-DNA phosphodiesterase HTS with 341,365 compounds. Task: Binary Classification. Given a drug SMILES string, predict its activity (active/inactive) in a high-throughput screening assay against a specified biological target. (1) The drug is S(=O)(=O)(c1nc(oc1SC(C)C)c1sccc1)c1ccc(cc1)C. The result is 0 (inactive). (2) The compound is O(CC(O)\C=C\CC(OC)OC)Cc1ccccc1. The result is 0 (inactive).